Dataset: Peptide-MHC class I binding affinity with 185,985 pairs from IEDB/IMGT. Task: Regression. Given a peptide amino acid sequence and an MHC pseudo amino acid sequence, predict their binding affinity value. This is MHC class I binding data. (1) The peptide sequence is TLISSDGAR. The MHC is HLA-A03:01 with pseudo-sequence HLA-A03:01. The binding affinity (normalized) is 0.231. (2) The peptide sequence is GQMYNMNTL. The MHC is HLA-A03:01 with pseudo-sequence HLA-A03:01. The binding affinity (normalized) is 0.0847.